This data is from Full USPTO retrosynthesis dataset with 1.9M reactions from patents (1976-2016). The task is: Predict the reactants needed to synthesize the given product. (1) Given the product [NH2:24][C:23]1[CH:25]=[CH:26][C:27]([C:2]2[CH:3]=[CH:4][N:5]3[C:10]([C:11]=2[CH3:12])=[C:9]([CH:13]2[CH2:15][CH2:14]2)[CH:8]=[C:7]([C:16]([O:18][CH3:19])=[O:17])[C:6]3=[O:20])=[CH:28][C:22]=1[Cl:21], predict the reactants needed to synthesize it. The reactants are: Cl[C:2]1[CH:3]=[CH:4][N:5]2[C:10]([C:11]=1[CH3:12])=[C:9]([CH:13]1[CH2:15][CH2:14]1)[CH:8]=[C:7]([C:16]([O:18][CH3:19])=[O:17])[C:6]2=[O:20].[Cl:21][C:22]1[CH:28]=[C:27](B2OC(C)(C)C(C)(C)O2)[CH:26]=[CH:25][C:23]=1[NH2:24]. (2) Given the product [F:13][C:4]1[C:5]([O:11][CH3:12])=[C:6]([N+:8]([O-:10])=[O:9])[CH:7]=[C:2]([F:1])[C:3]=1[N:24]1[CH2:23][CH2:22][N:21]([C:27]([O:29][C:30]([CH3:33])([CH3:32])[CH3:31])=[O:28])[CH2:26][CH2:25]1, predict the reactants needed to synthesize it. The reactants are: [F:1][C:2]1[CH:7]=[C:6]([N+:8]([O-:10])=[O:9])[C:5]([O:11][CH3:12])=[C:4]([F:13])[C:3]=1F.C(=O)([O-])[O-].[K+].[K+].[N:21]1([C:27]([O:29][C:30]([CH3:33])([CH3:32])[CH3:31])=[O:28])[CH2:26][CH2:25][NH:24][CH2:23][CH2:22]1. (3) Given the product [O-:1][N+:2]1[C:7]2[CH:8]=[CH:9][CH:10]=[CH:11][C:6]=2[N:5]=[C:4]([NH:12][CH2:13][C:14]([OH:16])=[O:15])[N:3]=1, predict the reactants needed to synthesize it. The reactants are: [O-:1][N+:2]1[C:7]2[CH:8]=[CH:9][CH:10]=[CH:11][C:6]=2[N:5]=[C:4]([NH:12][CH2:13][C:14]([O:16]CC)=[O:15])[N:3]=1.[OH-].[Na+]. (4) Given the product [CH3:16][O:15][C:11]1[C:10]([C:17]2[C:18]([CH3:23])=[N:19][O:20][C:21]=2[CH3:22])=[CH:9][C:8]2[NH:7][C:6]3[CH:5]=[CH:4][N:3]=[CH:2][C:14]=3[C:13]=2[CH:12]=1, predict the reactants needed to synthesize it. The reactants are: Cl[C:2]1[C:14]2[C:13]3[CH:12]=[C:11]([O:15][CH3:16])[C:10]([C:17]4[C:18]([CH3:23])=[N:19][O:20][C:21]=4[CH3:22])=[CH:9][C:8]=3[NH:7][C:6]=2[CH:5]=[CH:4][N:3]=1. (5) The reactants are: Cl.Cl.[CH2:3]1[CH:7]2[CH2:8][NH:9][CH2:10][CH:6]2[CH2:5][N:4]1[CH2:11][C:12]1[C:16]2[CH:17]=[CH:18][C:19]([O:21][C:22]3[S:23][C:24]4[C:25]([N:30]=3)=[N:26][CH:27]=[CH:28][CH:29]=4)=[CH:20][C:15]=2[O:14][CH:13]=1.ON1C2C=CC=CC=2N=N1.CN1CCOCC1.[O:48]1[CH2:52][CH2:51][CH:50]([C:53](O)=[O:54])[CH2:49]1. Given the product [O:48]1[CH2:52][CH2:51][CH:50]([C:53]([N:9]2[CH2:10][CH:6]3[CH:7]([CH2:3][N:4]([CH2:11][C:12]4[C:16]5[CH:17]=[CH:18][C:19]([O:21][C:22]6[S:23][C:24]7[C:25]([N:30]=6)=[N:26][CH:27]=[CH:28][CH:29]=7)=[CH:20][C:15]=5[O:14][CH:13]=4)[CH2:5]3)[CH2:8]2)=[O:54])[CH2:49]1, predict the reactants needed to synthesize it.